From a dataset of Forward reaction prediction with 1.9M reactions from USPTO patents (1976-2016). Predict the product of the given reaction. (1) Given the reactants [CH2:1]([O:5][C:6]1[N:14]=[C:13]2[C:9]([N:10]=[C:11]([O:20]C)[N:12]2[CH2:15][CH2:16][CH2:17][CH2:18]Cl)=[C:8]([NH2:22])[N:7]=1)[CH2:2][CH2:3][CH3:4].[CH3:23][CH:24]([N:26]1[CH2:31][CH2:30][NH:29][CH2:28][CH2:27]1)[CH3:25], predict the reaction product. The product is: [NH2:22][C:8]1[N:7]=[C:6]([O:5][CH2:1][CH2:2][CH2:3][CH3:4])[N:14]=[C:13]2[C:9]=1[NH:10][C:11](=[O:20])[N:12]2[CH2:15][CH2:16][CH2:17][CH2:18][N:29]1[CH2:30][CH2:31][N:26]([CH:24]([CH3:25])[CH3:23])[CH2:27][CH2:28]1. (2) Given the reactants C([O:8][CH2:9][CH2:10][CH2:11][C:12]1[N:13]=[C:14]([C:32]2[CH:37]=[CH:36][C:35]([C:38]([F:41])([F:40])[F:39])=[CH:34][CH:33]=2)[S:15][C:16]=1[CH2:17][O:18][C:19]1[CH:24]=[CH:23][C:22]([C:25]2[NH:29][C:28](=[O:30])[O:27][N:26]=2)=[C:21]([Cl:31])[CH:20]=1)C1C=CC=CC=1.B(Br)(Br)Br.CO, predict the reaction product. The product is: [Cl:31][C:21]1[CH:20]=[C:19]([O:18][CH2:17][C:16]2[S:15][C:14]([C:32]3[CH:37]=[CH:36][C:35]([C:38]([F:40])([F:41])[F:39])=[CH:34][CH:33]=3)=[N:13][C:12]=2[CH2:11][CH2:10][CH2:9][OH:8])[CH:24]=[CH:23][C:22]=1[C:25]1[NH:29][C:28](=[O:30])[O:27][N:26]=1.